Dataset: Catalyst prediction with 721,799 reactions and 888 catalyst types from USPTO. Task: Predict which catalyst facilitates the given reaction. (1) Reactant: [NH2:1][C:2]1[C:10]2[C:9]([C:11]3[CH:16]=[CH:15][C:14]([Cl:17])=[C:13]([Cl:18])[CH:12]=3)=[N:8][C:7](S(C)=O)=[N:6][C:5]=2[S:4][C:3]=1[C:22]([NH2:24])=[O:23].[NH2:25][C@@H:26]([CH2:29][CH3:30])[CH2:27][OH:28]. The catalyst class is: 16. Product: [CH2:29]([C@H:26]([NH:25][C:7]1[N:8]=[C:9]([C:11]2[CH:16]=[CH:15][C:14]([Cl:17])=[C:13]([Cl:18])[CH:12]=2)[C:10]2[C:2]([NH2:1])=[C:3]([C:22]([NH2:24])=[O:23])[S:4][C:5]=2[N:6]=1)[CH2:27][OH:28])[CH3:30]. (2) Reactant: [OH-].[NH4+].[F:3][C:4]1[CH:5]=[C:6]([N+:12]([O-])=O)[C:7]([C:10]#[N:11])=[N:8][CH:9]=1.[O-:15]S(S([O-])=O)=O.[Na+].[Na+]. Product: [NH2:12][C:6]1[C:7]([C:10]([NH2:11])=[O:15])=[N:8][CH:9]=[C:4]([F:3])[CH:5]=1. The catalyst class is: 6. (3) Reactant: [C:1]([C:5]1[CH:10]=[CH:9][C:8]([CH2:11][C:12]#[N:13])=[CH:7][CH:6]=1)([CH3:4])([CH3:3])[CH3:2].C[Si]([N-][Si](C)(C)C)(C)C.[Li+].[C:24]([C:28]1[CH:35]=[CH:34][C:31]([CH2:32]Br)=[CH:30][CH:29]=1)([CH3:27])([CH3:26])[CH3:25]. Product: [C:1]([C:5]1[CH:6]=[CH:7][C:8]([CH:11]([CH2:32][C:31]2[CH:34]=[CH:35][C:28]([C:24]([CH3:27])([CH3:26])[CH3:25])=[CH:29][CH:30]=2)[C:12]#[N:13])=[CH:9][CH:10]=1)([CH3:4])([CH3:2])[CH3:3]. The catalyst class is: 7. (4) Reactant: [F:1][C:2]1[CH:7]=[CH:6][C:5]([C:8](Cl)=[N:9][OH:10])=[CH:4][CH:3]=1.C(N(CC)CC)C.[CH2:19]([N:23]1[C:27](=[O:28])[C:26]2=[CH:29][CH:30]=[CH:31][CH:32]=[C:25]2[C:24]1=[O:33])[CH2:20][C:21]#[CH:22]. Product: [F:1][C:2]1[CH:7]=[CH:6][C:5]([C:8]2[CH:22]=[C:21]([CH2:20][CH2:19][N:23]3[C:27](=[O:28])[C:26]4[C:25](=[CH:32][CH:31]=[CH:30][CH:29]=4)[C:24]3=[O:33])[O:10][N:9]=2)=[CH:4][CH:3]=1. The catalyst class is: 4. (5) Reactant: [CH3:1][CH:2]1[CH2:11][C:10]2[C:5](=[CH:6][CH:7]=[C:8]([CH2:12][CH:13]=O)[CH:9]=2)[C:4](=[O:15])[O:3]1.[C:16]([N:23]1[CH2:28][CH2:27][NH:26][CH2:25][CH2:24]1)([O:18][C:19]([CH3:22])([CH3:21])[CH3:20])=[O:17].C(O[BH-](OC(=O)C)OC(=O)C)(=O)C.[Na+]. Product: [CH3:1][CH:2]1[CH2:11][C:10]2[C:5](=[CH:6][CH:7]=[C:8]([CH2:12][CH2:13][N:26]3[CH2:25][CH2:24][N:23]([C:16]([O:18][C:19]([CH3:22])([CH3:21])[CH3:20])=[O:17])[CH2:28][CH2:27]3)[CH:9]=2)[C:4](=[O:15])[O:3]1. The catalyst class is: 2. (6) Reactant: [CH3:1][N:2]1[C:6]([C:7](=[O:24])[NH:8][C:9]2[CH:14]=[CH:13][N:12]3[N:15]=[C:16]([C:18]4[CH:23]=[CH:22][CH:21]=[CH:20][CH:19]=4)[N:17]=[C:11]3[CH:10]=2)=[C:5]([C:25](O)=[O:26])[CH:4]=[N:3]1.Cl.[CH3:29][O:30][CH:31]1[CH2:34][NH:33][CH2:32]1.C(N(C(C)C)CC)(C)C.CCCP(=O)=O. Product: [CH3:29][O:30][CH:31]1[CH2:34][N:33]([C:25]([C:5]2[CH:4]=[N:3][N:2]([CH3:1])[C:6]=2[C:7]([NH:8][C:9]2[CH:14]=[CH:13][N:12]3[N:15]=[C:16]([C:18]4[CH:19]=[CH:20][CH:21]=[CH:22][CH:23]=4)[N:17]=[C:11]3[CH:10]=2)=[O:24])=[O:26])[CH2:32]1. The catalyst class is: 7. (7) Reactant: [Cl:1][CH2:2][CH2:3][O:4][C:5]1[CH:14]=[C:13]2[C:8]([C:9]([CH3:26])=[CH:10][N:11]([C:16]3[CH:17]=[C:18]([CH:22]=[CH:23][C:24]=3[CH3:25])[C:19](O)=[O:20])[C:12]2=[O:15])=[CH:7][CH:6]=1.C(Cl)(=O)C(Cl)=O.CCN(C(C)C)C(C)C.[CH:42]1([NH2:46])[CH2:45][CH2:44][CH2:43]1. Product: [Cl:1][CH2:2][CH2:3][O:4][C:5]1[CH:14]=[C:13]2[C:8]([C:9]([CH3:26])=[CH:10][N:11]([C:16]3[CH:17]=[C:18]([CH:22]=[CH:23][C:24]=3[CH3:25])[C:19]([NH:46][CH:42]3[CH2:45][CH2:44][CH2:43]3)=[O:20])[C:12]2=[O:15])=[CH:7][CH:6]=1. The catalyst class is: 59.